This data is from Forward reaction prediction with 1.9M reactions from USPTO patents (1976-2016). The task is: Predict the product of the given reaction. (1) Given the reactants [CH3:1][C:2]1[C:7]([OH:8])=[CH:6][CH:5]=[C:4]([CH3:9])[N:3]=1.[H-].[Na+].[Br:12][CH2:13][CH2:14]Br, predict the reaction product. The product is: [Br:12][CH2:13][CH2:14][O:8][C:7]1[C:2]([CH3:1])=[N:3][C:4]([CH3:9])=[CH:5][CH:6]=1. (2) Given the reactants O=P(Cl)(Cl)Cl.CN[CH2:8][CH2:9][CH2:10][CH2:11][C:12]([OH:14])=[O:13].[N:15]1[CH:20]=CC=C[CH:16]=1.[CH3:21][C:22](O)([CH3:24])[CH3:23], predict the reaction product. The product is: [C:22]([O:14][C:12](=[O:13])[CH2:11][CH2:10][CH2:9][CH2:8][CH2:16][NH:15][CH3:20])([CH3:24])([CH3:23])[CH3:21]. (3) Given the reactants O=[C:2]1[CH2:11][CH2:10][C:9]2[C:4](=[CH:5][CH:6]=[CH:7][CH:8]=2)[CH:3]1[C:12]([O:14]CC)=O.[NH:17]([C:19]1[NH:23][C:22]2[CH:24]=[CH:25][CH:26]=[CH:27][C:21]=2[N:20]=1)[NH2:18], predict the reaction product. The product is: [NH:20]1[C:21]2[CH:27]=[CH:26][CH:25]=[CH:24][C:22]=2[N:23]=[C:19]1[N:17]1[C:12]([OH:14])=[C:3]2[C:2]([CH2:11][CH2:10][C:9]3[CH:8]=[CH:7][CH:6]=[CH:5][C:4]=32)=[N:18]1. (4) Given the reactants [CH2:1]([N:4]1[C:13]2[CH:12]=[CH:11][CH:10]=[C:9]3[C:14]([CH3:18])([CH3:17])[CH2:15][CH2:16][N:7]([C:8]=23)[C:6](=[O:19])[C:5]1=[O:20])[CH:2]=[CH2:3].[OH2:21].CC([OH:26])(C)C.C[N+]1([O-])CCOCC1, predict the reaction product. The product is: [OH:21][CH:2]([CH2:3][OH:26])[CH2:1][N:4]1[C:13]2[CH:12]=[CH:11][CH:10]=[C:9]3[C:14]([CH3:17])([CH3:18])[CH2:15][CH2:16][N:7]([C:8]=23)[C:6](=[O:19])[C:5]1=[O:20].